Dataset: Full USPTO retrosynthesis dataset with 1.9M reactions from patents (1976-2016). Task: Predict the reactants needed to synthesize the given product. (1) Given the product [F:28][C:26]1[CH:25]=[CH:24][C:23]([S:29]([CH3:32])(=[O:30])=[O:31])=[C:22]([C:20]2[N:19]=[C:18]([N:33]3[CH2:38][CH2:37][O:36][CH2:35][C@@H:34]3[CH3:39])[N:17]=[C:16]([C:13]3[CH:14]=[CH:15][C:10]([NH:9][C:8]([NH:41][C:42]4([CH2:46][OH:47])[CH2:45][CH2:44][CH2:43]4)=[O:40])=[CH:11][CH:12]=3)[CH:21]=2)[CH:27]=1, predict the reactants needed to synthesize it. The reactants are: C1(O[C:8](=[O:40])[NH:9][C:10]2[CH:15]=[CH:14][C:13]([C:16]3[CH:21]=[C:20]([C:22]4[CH:27]=[C:26]([F:28])[CH:25]=[CH:24][C:23]=4[S:29]([CH3:32])(=[O:31])=[O:30])[N:19]=[C:18]([N:33]4[CH2:38][CH2:37][O:36][CH2:35][C@@H:34]4[CH3:39])[N:17]=3)=[CH:12][CH:11]=2)C=CC=CC=1.[NH2:41][C:42]1([CH2:46][OH:47])[CH2:45][CH2:44][CH2:43]1. (2) Given the product [CH:27]([NH:30][C:24]([C:7]1[C:8]2[C:9](=[N:10][C:11]([NH:14][C:15](=[O:23])[C:16]3[CH:21]=[CH:20][C:19]([CH3:22])=[CH:18][CH:17]=3)=[CH:12][CH:13]=2)[N:5]([C:1]([CH3:2])([CH3:4])[CH3:3])[CH:6]=1)=[O:25])([CH3:29])[CH3:28], predict the reactants needed to synthesize it. The reactants are: [C:1]([N:5]1[C:9]2=[N:10][C:11]([NH:14][C:15](=[O:23])[C:16]3[CH:21]=[CH:20][C:19]([CH3:22])=[CH:18][CH:17]=3)=[CH:12][CH:13]=[C:8]2[C:7]([C:24](O)=[O:25])=[CH:6]1)([CH3:4])([CH3:3])[CH3:2].[CH:27]([NH2:30])([CH3:29])[CH3:28].F[P-](F)(F)(F)(F)F.C[N+](C)=C(N(C)C)ON1C2N=CC=CC=2N=N1.C(N(CC)CC)C.